The task is: Predict the product of the given reaction.. This data is from Forward reaction prediction with 1.9M reactions from USPTO patents (1976-2016). Given the reactants [H-].[Na+].[CH3:3][N:4]([CH2:6][CH2:7][C:8]1[CH:16]=[C:15]2[C:11]([CH:12]=[CH:13][NH:14]2)=[CH:10][CH:9]=1)[CH3:5].I[CH:18]([CH3:20])[CH3:19], predict the reaction product. The product is: [NH3:4].[CH3:3][N:4]([CH2:6][CH2:7][C:8]1[CH:16]=[C:15]2[C:11]([CH:12]=[CH:13][N:14]2[CH:18]([CH3:20])[CH3:19])=[CH:10][CH:9]=1)[CH3:5].